From a dataset of Catalyst prediction with 721,799 reactions and 888 catalyst types from USPTO. Predict which catalyst facilitates the given reaction. (1) Reactant: [Br:1][C:2]1[C:12]([Cl:13])=[C:11]([CH2:14][C:15]2[CH:20]=[CH:19][C:18]([O:21][CH2:22][CH3:23])=[CH:17][CH:16]=2)[CH:10]=[C:9]([C@H:24]2[C@H:29]([O:30][CH2:31][C:32]3[CH:37]=[CH:36][CH:35]=[CH:34][CH:33]=3)[C@@H:28]([O:38][CH2:39][C:40]3[CH:45]=[CH:44][CH:43]=[CH:42][CH:41]=3)[C@H:27]([O:46][CH2:47][C:48]3[CH:53]=[CH:52][CH:51]=[CH:50][CH:49]=3)[C@@H:26]([CH2:54][O:55][CH2:56][C:57]3[CH:62]=[CH:61][CH:60]=[CH:59][CH:58]=3)[O:25]2)[C:3]=1[O:4][CH2:5][CH2:6]CO.C1(P(C2C=CC=CC=2)C2C=CC=CC=2)C=CC=CC=1.[C:82]([Cl:86])(Cl)(Cl)Cl. Product: [CH2:47]([O:46][C@H:27]1[C@H:28]([O:38][CH2:39][C:40]2[CH:41]=[CH:42][CH:43]=[CH:44][CH:45]=2)[C@@H:29]([O:30][CH2:31][C:32]2[CH:33]=[CH:34][CH:35]=[CH:36][CH:37]=2)[C@H:24]([C:9]2[CH:10]=[C:11]([CH2:14][C:15]3[CH:16]=[CH:17][C:18]([O:21][CH2:22][CH3:23])=[CH:19][CH:20]=3)[C:12]([Cl:13])=[C:2]([Br:1])[C:3]=2[O:4][CH2:5][CH2:6][CH2:82][Cl:86])[O:25][C@@H:26]1[CH2:54][O:55][CH2:56][C:57]1[CH:58]=[CH:59][CH:60]=[CH:61][CH:62]=1)[C:48]1[CH:53]=[CH:52][CH:51]=[CH:50][CH:49]=1. The catalyst class is: 23. (2) Reactant: C(O[C:4](=[O:12])[C:5]1[CH:10]=[CH:9][C:8]([F:11])=[CH:7][CH:6]=1)C.[CH3:13][CH:14]([CH3:18])[C:15](=[O:17])[CH3:16]. Product: [F:11][C:8]1[CH:7]=[CH:6][C:5]([C:4](=[O:12])[CH2:16][C:15](=[O:17])[CH:14]([CH3:18])[CH3:13])=[CH:10][CH:9]=1. The catalyst class is: 11. (3) Reactant: [CH3:1][O:2][C:3]1[CH:4]=[C:5]2[C:10](=[CH:11][CH:12]=1)[CH2:9][CH2:8][CH2:7][CH2:6]2.C([Li])(CC)C.B(OC)(OC)[O:19]C.OO.[Cl-].[NH4+]. Product: [CH3:1][O:2][C:3]1[CH:12]=[CH:11][C:10]2[CH2:9][CH2:8][CH2:7][CH2:6][C:5]=2[C:4]=1[OH:19]. The catalyst class is: 211. (4) Reactant: Br[C:2]1[CH:24]=[C:23]([O:25][CH3:26])[C:22]([O:27][CH2:28][C:29]2[CH:34]=[CH:33][C:32]([O:35][CH3:36])=[CH:31][CH:30]=2)=[CH:21][C:3]=1[C:4](/[C:6](=[CH:12]/[NH:13][C@@H:14]([C:17]([CH3:20])([CH3:19])[CH3:18])[CH2:15][OH:16])/[C:7]([O:9][CH2:10][CH3:11])=[O:8])=[O:5].C([O-])([O-])=O.[Cs+].[Cs+].[F-].[Cs+]. Product: [OH:16][CH2:15][C@@H:14]([N:13]1[C:2]2[C:3](=[CH:21][C:22]([O:27][CH2:28][C:29]3[CH:34]=[CH:33][C:32]([O:35][CH3:36])=[CH:31][CH:30]=3)=[C:23]([O:25][CH3:26])[CH:24]=2)[C:4](=[O:5])[C:6]([C:7]([O:9][CH2:10][CH3:11])=[O:8])=[CH:12]1)[C:17]([CH3:20])([CH3:18])[CH3:19]. The catalyst class is: 3. (5) Reactant: Cl[C:2]1[CH:7]=[C:6]([CH3:8])[CH:5]=[CH:4][N:3]=1.[CH3:9][S:10]([C:13]1[CH:18]=[CH:17][C:16](B(O)O)=[CH:15][CH:14]=1)(=[O:12])=[O:11].P([O-])([O-])([O-])=O.[K+].[K+].[K+]. Product: [CH3:9][S:10]([C:13]1[CH:18]=[CH:17][C:16]([C:2]2[CH:7]=[C:6]([CH3:8])[CH:5]=[CH:4][N:3]=2)=[CH:15][CH:14]=1)(=[O:12])=[O:11]. The catalyst class is: 3. (6) Reactant: [NH2:1][C@H:2]1[C@H:6]([OH:7])[CH2:5][N:4]([C:8]([O:10][C:11]([CH3:14])([CH3:13])[CH3:12])=[O:9])[CH2:3]1.C([O-])([O-])=O.[Na+].[Na+].[CH:21]1[CH:26]=[CH:25][C:24]([CH2:27][O:28][C:29](Cl)=[O:30])=[CH:23][CH:22]=1.C(OCC)(=O)C. Product: [CH2:27]([O:28][C:29]([NH:1][C@H:2]1[C@H:6]([OH:7])[CH2:5][N:4]([C:8]([O:10][C:11]([CH3:14])([CH3:13])[CH3:12])=[O:9])[CH2:3]1)=[O:30])[C:24]1[CH:25]=[CH:26][CH:21]=[CH:22][CH:23]=1. The catalyst class is: 38.